From a dataset of Full USPTO retrosynthesis dataset with 1.9M reactions from patents (1976-2016). Predict the reactants needed to synthesize the given product. (1) Given the product [CH2:1]([N:5]1[C:9]([C:10]([O:12][CH2:13][CH3:14])=[O:11])=[C:8]([CH:15]=[O:16])[N:7]=[C:6]1[N:17]1[CH2:22][CH2:21][N:20]([C:23]([O:25][C:26]([CH3:27])([CH3:29])[CH3:28])=[O:24])[CH2:19][CH2:18]1)[C:2]#[C:3][CH3:4], predict the reactants needed to synthesize it. The reactants are: [CH2:1]([N:5]1[C:9]([C:10]([O:12][CH2:13][CH3:14])=[O:11])=[C:8]([CH2:15][OH:16])[N:7]=[C:6]1[N:17]1[CH2:22][CH2:21][N:20]([C:23]([O:25][C:26]([CH3:29])([CH3:28])[CH3:27])=[O:24])[CH2:19][CH2:18]1)[C:2]#[C:3][CH3:4]. (2) Given the product [CH3:1][N:2]([CH2:3][C:4]1[N:5]([CH3:13])[C:6]2[C:11]([CH:12]=1)=[CH:10][CH:9]=[CH:8][CH:7]=2)[C:42](=[O:43])/[CH:41]=[CH:40]/[C:38]1[CH:39]=[C:34]2[O:33][C:32](=[O:31])[NH:45][C:35]2=[N:36][CH:37]=1, predict the reactants needed to synthesize it. The reactants are: [CH3:1][NH:2][CH2:3][C:4]1[N:5]([CH3:13])[C:6]2[C:11]([CH:12]=1)=[CH:10][CH:9]=[CH:8][CH:7]=2.CNCC1C=CC2C(=CC=CC=2)C=1CCC.Cl.[O:31]=[C:32]1[NH:45][C:35]2=[N:36][CH:37]=[C:38](/[CH:40]=[CH:41]/[C:42](O)=[O:43])[CH:39]=[C:34]2[O:33]1.Cl.CN1CC2C=C(/C=C/C(O)=O)C=NC=2NC(=O)C1. (3) Given the product [CH:1]1([NH:4][C:6]2[C:11]([CH3:12])=[C:10]([C:13]3[CH:18]=[CH:17][CH:16]=[C:15]([Cl:19])[C:14]=3[Cl:20])[N:9]=[C:8]([NH2:21])[N:7]=2)[CH2:3][CH2:2]1, predict the reactants needed to synthesize it. The reactants are: [CH:1]1([NH2:4])[CH2:3][CH2:2]1.Cl[C:6]1[C:11]([CH3:12])=[C:10]([C:13]2[CH:18]=[CH:17][CH:16]=[C:15]([Cl:19])[C:14]=2[Cl:20])[N:9]=[C:8]([NH2:21])[N:7]=1.